This data is from Reaction yield outcomes from USPTO patents with 853,638 reactions. The task is: Predict the reaction yield, written as a fraction of the theoretical maximum amount of product (1.0 means a 100% yield; for example, 0.34 means a 34% yield). (1) The reactants are [Br:1][C:2]1[C:3]([OH:15])=[C:4]([C:12]([OH:14])=O)[C:5]2[N:6]=[CH:7][CH:8]=[N:9][C:10]=2[CH:11]=1.Cl.[CH2:17]([O:19][C:20](=[O:23])[CH2:21][NH2:22])[CH3:18].C(N(CC)CC)C.C1CN([P+](ON2N=NC3C=CC=CC2=3)(N2CCCC2)N2CCCC2)CC1.F[P-](F)(F)(F)(F)F. The catalyst is ClCCl. The product is [Br:1][C:2]1[CH:11]=[C:10]2[C:5]([N:6]=[CH:7][CH:8]=[N:9]2)=[C:4]([C:12]([NH:22][CH2:21][C:20]([O:19][CH2:17][CH3:18])=[O:23])=[O:14])[C:3]=1[OH:15]. The yield is 0.550. (2) The reactants are [C:1]([O:5][C:6]([N:8]1[CH2:13][CH2:12][N:11]([C:14]2[CH:19]=[CH:18][C:17]([C:20]([F:23])([F:22])[F:21])=[CH:16][C:15]=2[NH:24][S:25]([C:28]2[CH:33]=[CH:32][C:31](I)=[CH:30][CH:29]=2)(=[O:27])=[O:26])[CH2:10][CH2:9]1)=[O:7])([CH3:4])([CH3:3])[CH3:2].P([O-])([O-])([O-])=O.[K+].[K+].[K+]. The catalyst is COCCOC.C(OCC)(=O)C.C(#N)C.OC(C(F)(F)F)=O. The product is [C:1]([O:5][C:6]([N:8]1[CH2:13][CH2:12][N:11]([C:14]2[CH:19]=[CH:18][C:17]([C:20]([F:23])([F:22])[F:21])=[CH:16][C:15]=2[NH:24][S:25]([C:28]2[CH:33]=[CH:32][C:31]([C:14]3[CH:19]=[CH:18][C:17]([C:20]([F:23])([F:22])[F:21])=[CH:16][CH:15]=3)=[CH:30][CH:29]=2)(=[O:27])=[O:26])[CH2:10][CH2:9]1)=[O:7])([CH3:4])([CH3:3])[CH3:2]. The yield is 0.360. (3) The reactants are [NH2:1][C:2]1[N:6]([CH3:7])[C:5](=[O:8])[C:4]([C:15]2[CH:16]=[C:17]([C:22]3[CH:27]=[CH:26][CH:25]=[C:24]([O:28][CH3:29])[CH:23]=3)[C:18]([OH:21])=[CH:19][CH:20]=2)([C:9]2[CH:14]=[CH:13][CH:12]=[CH:11][CH:10]=2)[N:3]=1.C1C=CC(N([S:37]([C:40]([F:43])([F:42])[F:41])(=[O:39])=[O:38])[S:37]([C:40]([F:43])([F:42])[F:41])(=[O:39])=[O:38])=CC=1.C(=O)([O-])[O-].[K+].[K+].O1CCCC1. The catalyst is ClCCl. The product is [F:41][C:40]([F:43])([F:42])[S:37]([O:21][C:18]1[CH:19]=[CH:20][C:15]([C:4]2([C:9]3[CH:10]=[CH:11][CH:12]=[CH:13][CH:14]=3)[C:5](=[O:8])[N:6]([CH3:7])[C:2]([NH2:1])=[N:3]2)=[CH:16][C:17]=1[C:22]1[CH:27]=[CH:26][CH:25]=[C:24]([O:28][CH3:29])[CH:23]=1)(=[O:39])=[O:38]. The yield is 0.210. (4) The catalyst is O. The reactants are [O:1]1CCC(=O)C1.Cl.CNC.[C-]#N.[K+].[CH3:14][N:15]([CH3:23])[C:16]1([C:21]#[N:22])[CH2:20][CH2:19]C[CH2:17]1. The yield is 0.880. The product is [CH3:14][N:15]([CH3:23])[C:16]1([C:21]#[N:22])[CH2:20][CH2:19][O:1][CH2:17]1.